This data is from Catalyst prediction with 721,799 reactions and 888 catalyst types from USPTO. The task is: Predict which catalyst facilitates the given reaction. (1) Reactant: [C:1]1([S:7]([N:10]2[C:18]3[C:13](=[CH:14][CH:15]=[CH:16][CH:17]=3)[CH:12]=[C:11]2[C:19]([O:21]C)=[O:20])(=[O:9])=[O:8])[CH:6]=[CH:5][CH:4]=[CH:3][CH:2]=1.O.[OH-].[Li+]. Product: [C:1]1([S:7]([N:10]2[C:18]3[C:13](=[CH:14][CH:15]=[CH:16][CH:17]=3)[CH:12]=[C:11]2[C:19]([OH:21])=[O:20])(=[O:9])=[O:8])[CH:2]=[CH:3][CH:4]=[CH:5][CH:6]=1. The catalyst class is: 193. (2) Reactant: [Cl:1][C:2]1[CH:3]=[C:4]([CH:33]=[CH:34][C:35]=1[OH:36])[CH2:5][NH:6][C:7]1[N:12]=[C:11]([O:13][CH2:14][C:15]([F:18])([F:17])[F:16])[N:10]=[C:9]([NH:19][C:20]2[CH:32]=[CH:31][C:23]([C:24]([O:26][C:27]([CH3:30])([CH3:29])[CH3:28])=[O:25])=[CH:22][CH:21]=2)[N:8]=1.C(=O)([O-])[O-].[K+].[K+].[Br:43][CH2:44][CH2:45][CH2:46]Br. Product: [Br:43][CH2:44][CH2:45][CH2:46][O:36][C:35]1[CH:34]=[CH:33][C:4]([CH2:5][NH:6][C:7]2[N:12]=[C:11]([O:13][CH2:14][C:15]([F:17])([F:16])[F:18])[N:10]=[C:9]([NH:19][C:20]3[CH:32]=[CH:31][C:23]([C:24]([O:26][C:27]([CH3:29])([CH3:30])[CH3:28])=[O:25])=[CH:22][CH:21]=3)[N:8]=2)=[CH:3][C:2]=1[Cl:1]. The catalyst class is: 21. (3) Reactant: [F:1][C:2]1[CH:3]=[C:4]2[C:8](=[CH:9][CH:10]=1)[NH:7][CH:6]=[CH:5]2.[H-].[Na+].[Br:13][C:14]1[CH:15]=[CH:16][C:17]([NH:24][C:25](=[O:36])[C:26]2[CH:31]=[CH:30][C:29]([S:32](Cl)(=[O:34])=[O:33])=[CH:28][CH:27]=2)=[C:18]([CH:23]=1)[C:19]([O:21]C)=[O:20]. Product: [Br:13][C:14]1[CH:15]=[CH:16][C:17]([NH:24][C:25](=[O:36])[C:26]2[CH:31]=[CH:30][C:29]([S:32]([N:7]3[C:8]4[C:4](=[CH:3][C:2]([F:1])=[CH:10][CH:9]=4)[CH:5]=[CH:6]3)(=[O:33])=[O:34])=[CH:28][CH:27]=2)=[C:18]([CH:23]=1)[C:19]([OH:21])=[O:20]. The catalyst class is: 1.